This data is from Full USPTO retrosynthesis dataset with 1.9M reactions from patents (1976-2016). The task is: Predict the reactants needed to synthesize the given product. Given the product [NH2:5][CH:10]([CH2:9][CH2:8][C:7]([F:13])([F:12])[F:6])[C:1]#[N:2], predict the reactants needed to synthesize it. The reactants are: [C-:1]#[N:2].[Na+].[Cl-].[NH4+:5].[F:6][C:7]([F:13])([F:12])[CH2:8][CH2:9][CH2:10]O.